From a dataset of HIV replication inhibition screening data with 41,000+ compounds from the AIDS Antiviral Screen. Binary Classification. Given a drug SMILES string, predict its activity (active/inactive) in a high-throughput screening assay against a specified biological target. The molecule is FC(F)(F)c1cccc(N(c2nc(Cl)nc(Cl)n2)c2nc(Cl)nc(Cl)n2)c1. The result is 0 (inactive).